Task: Predict the reaction yield, written as a fraction of the theoretical maximum amount of product (1.0 means a 100% yield; for example, 0.34 means a 34% yield).. Dataset: Reaction yield outcomes from USPTO patents with 853,638 reactions (1) The reactants are Cl[C:2]1[N:6]([CH3:7])[N:5]=[CH:4][C:3]=1[N+:8]([O-:10])=[O:9].[OH:11][C@H:12]1[CH2:17][CH2:16][CH2:15][N:14]([C:18]([O:20][C:21]([CH3:24])([CH3:23])[CH3:22])=[O:19])[CH2:13]1. No catalyst specified. The product is [CH3:7][N:6]1[C:2]([O:11][C@H:12]2[CH2:17][CH2:16][CH2:15][N:14]([C:18]([O:20][C:21]([CH3:24])([CH3:23])[CH3:22])=[O:19])[CH2:13]2)=[C:3]([N+:8]([O-:10])=[O:9])[CH:4]=[N:5]1. The yield is 0.970. (2) The reactants are C1C=CC(P(C2C(C3C(P(C4C=CC=[CH:45][CH:46]=4)C4C=CC=CC=4)=CC=C4C=3C=CC=C4)=C3C(C=CC=C3)=CC=2)C2C=CC=CC=2)=CC=1.C([O-])([O-])=O.[Cs+].[Cs+].N1(O[C:60]([C@H:62]2[CH2:67][CH2:66][C@H:65]([CH2:68][N:69]3[C:73]4[CH:74]=[C:75]([O:78][CH3:79])[CH:76]=[CH:77][C:72]=4[N:71]([CH3:80])[C:70]3=[O:81])[CH2:64][CH2:63]2)=[O:61])CCNCC1.Br[C:83]1[CH:84]=[N:85][CH:86]=[N:87][CH:88]=1. The catalyst is CC(O)=O.CC(O)=O.[Pd].O.C1(C)C=CC=CC=1. The product is [CH3:79][O:78][C:75]1[CH:76]=[CH:77][C:72]2[N:71]([CH3:80])[C:70](=[O:81])[N:69]([CH2:68][C@H:65]3[CH2:64][CH2:63][C@H:62]([C:60]([N:69]4[CH2:46][CH2:45][N:71]([C:83]5[CH:84]=[N:85][CH:86]=[N:87][CH:88]=5)[CH2:72][CH2:73]4)=[O:61])[CH2:67][CH2:66]3)[C:73]=2[CH:74]=1. The yield is 0.460. (3) The reactants are CC(C)([O-])C.[K+].[F:7][C:8]1[CH:13]=[CH:12][CH:11]=[C:10]([F:14])[C:9]=1[CH:15]=[CH:16][C:17]([O:19][CH3:20])=[O:18].[C:21]1([CH2:27][C:28]#[N:29])[CH:26]=[CH:25][CH:24]=[CH:23][CH:22]=1. The catalyst is C1(C)C=CC=CC=1. The product is [C:28]([CH:27]([C:21]1[CH:26]=[CH:25][CH:24]=[CH:23][CH:22]=1)[CH:15]([C:9]1[C:8]([F:7])=[CH:13][CH:12]=[CH:11][C:10]=1[F:14])[CH2:16][C:17]([O:19][CH3:20])=[O:18])#[N:29]. The yield is 0.560. (4) The reactants are [CH3:1][C:2]1[S:6][C:5]([C:7]([O:9]C)=[O:8])=[CH:4][C:3]=1[C:11]1[N:15]([CH3:16])[N:14]=[CH:13][CH:12]=1.[OH-].[Na+]. The catalyst is O1CCCC1. The product is [CH3:1][C:2]1[S:6][C:5]([C:7]([OH:9])=[O:8])=[CH:4][C:3]=1[C:11]1[N:15]([CH3:16])[N:14]=[CH:13][CH:12]=1. The yield is 0.640. (5) The reactants are [CH3:1][O:2][C:3]1[N:4]=[C:5]([CH3:11])[S:6][C:7]=1[C:8]([OH:10])=O.O1CCCC1.C(Cl)(=O)C(Cl)=O.[NH2:23][C:24]1[CH:25]=[C:26]([CH:43]=[CH:44][C:45]=1[F:46])[O:27][C:28]1[CH:29]=[CH:30][C:31]2[N:32]([CH:34]=[C:35]([NH:37][C:38]([CH:40]3[CH2:42][CH2:41]3)=[O:39])[N:36]=2)[N:33]=1. The catalyst is CN(C)C=O.CN(C)C(=O)C. The product is [CH:40]1([C:38]([NH:37][C:35]2[N:36]=[C:31]3[CH:30]=[CH:29][C:28]([O:27][C:26]4[CH:43]=[CH:44][C:45]([F:46])=[C:24]([NH:23][C:8]([C:7]5[S:6][C:5]([CH3:11])=[N:4][C:3]=5[O:2][CH3:1])=[O:10])[CH:25]=4)=[N:33][N:32]3[CH:34]=2)=[O:39])[CH2:41][CH2:42]1. The yield is 0.400. (6) The reactants are O[CH2:2][CH2:3][CH2:4][C:5]1[CH:9]=[C:8]([C:10]2[CH:15]=[CH:14][C:13]([CH3:16])=[CH:12][CH:11]=2)[N:7]([C:17]2[CH:22]=[CH:21][C:20]([S:23]([NH2:26])(=[O:25])=[O:24])=[CH:19][CH:18]=2)[N:6]=1.C1C=CC(P(C2C=CC=CC=2)C2C=CC=CC=2)=CC=1.[C:46]1(=[O:56])[NH:50][C:49](=[O:51])[C:48]2=[CH:52][CH:53]=[CH:54][CH:55]=[C:47]12.CC(OC(/N=N/C(OC(C)C)=O)=O)C. The catalyst is C1COCC1. The product is [O:51]=[C:49]1[C:48]2[C:47](=[CH:55][CH:54]=[CH:53][CH:52]=2)[C:46](=[O:56])[N:50]1[CH2:2][CH2:3][CH2:4][C:5]1[CH:9]=[C:8]([C:10]2[CH:11]=[CH:12][C:13]([CH3:16])=[CH:14][CH:15]=2)[N:7]([C:17]2[CH:22]=[CH:21][C:20]([S:23]([NH2:26])(=[O:25])=[O:24])=[CH:19][CH:18]=2)[N:6]=1. The yield is 0.870. (7) The reactants are [OH:1][C:2]1[CH:10]=[CH:9][C:8]2[N:7]3[CH2:11][C@@H:12]([CH3:16])[NH:13][C:14](=[O:15])[C:6]3=[CH:5][C:4]=2[CH:3]=1.[CH:17]([N:20]1[CH2:25][CH2:24][CH:23](O)[CH2:22][CH2:21]1)([CH3:19])[CH3:18].C1(P(C2C=CC=CC=2)C2C=CC=CC=2)C=CC=CC=1.C(OC(N=NC(OC(C)(C)C)=O)=O)(C)(C)C. No catalyst specified. The product is [CH:17]([N:20]1[CH2:25][CH2:24][CH:23]([O:1][C:2]2[CH:10]=[CH:9][C:8]3[N:7]4[CH2:11][C@@H:12]([CH3:16])[NH:13][C:14](=[O:15])[C:6]4=[CH:5][C:4]=3[CH:3]=2)[CH2:22][CH2:21]1)([CH3:19])[CH3:18]. The yield is 0.340. (8) The reactants are [CH2:1]([C:3]1[CH:8]=[CH:7][C:6]([NH:9][C:10]2[C:11]([C:18]([OH:20])=O)=[CH:12][N:13]([CH3:17])[C:14](=[O:16])[CH:15]=2)=[C:5]([F:21])[CH:4]=1)[CH3:2].FC(F)(F)C(OC1C(F)=C(F)C(F)=C(F)C=1F)=O.N1C=CC=CC=1.[NH2:46][CH2:47][CH2:48][OH:49]. The catalyst is CN(C=O)C. The product is [OH:49][CH2:48][CH2:47][NH:46][C:18]([C:11]1[C:10]([NH:9][C:6]2[CH:7]=[CH:8][C:3]([CH2:1][CH3:2])=[CH:4][C:5]=2[F:21])=[CH:15][C:14](=[O:16])[N:13]([CH3:17])[CH:12]=1)=[O:20]. The yield is 0.820.